From a dataset of Full USPTO retrosynthesis dataset with 1.9M reactions from patents (1976-2016). Predict the reactants needed to synthesize the given product. (1) Given the product [F:20][C:21]1([F:27])[CH2:26][CH2:25][N:24]([C:13]([C:12]2[CH:11]=[CH:10][C:9]([B:4]3[O:5][C:6]([CH3:7])([CH3:8])[C:2]([CH3:1])([CH3:18])[O:3]3)=[CH:17][CH:16]=2)=[O:15])[CH2:23][CH2:22]1, predict the reactants needed to synthesize it. The reactants are: [CH3:1][C:2]1([CH3:18])[C:6]([CH3:8])([CH3:7])[O:5][B:4]([C:9]2[CH:17]=[CH:16][C:12]([C:13]([OH:15])=O)=[CH:11][CH:10]=2)[O:3]1.Cl.[F:20][C:21]1([F:27])[CH2:26][CH2:25][NH:24][CH2:23][CH2:22]1.CN(C(ON1N=NC2C=CC=NC1=2)=[N+](C)C)C.F[P-](F)(F)(F)(F)F. (2) Given the product [C:4]([O:3][C:1](=[O:2])[NH:34][C:32]1([C:33](=[O:56])[NH:17][CH:18]2[CH:19]3[CH2:27][CH:23]4[CH2:22][CH:21]([CH2:26][CH:25]2[CH2:24]4)[CH2:20]3)[CH2:28][CH2:29][CH2:30][CH2:31]1)([CH3:7])([CH3:6])[CH3:5], predict the reactants needed to synthesize it. The reactants are: [C:1](C1CCCC1(N)C(O)=O)([O:3][C:4]([CH3:7])([CH3:6])[CH3:5])=[O:2].[NH2:17][CH:18]1[CH:25]2[CH2:26][CH:21]3[CH2:22][CH:23]([CH2:27][CH:19]1[CH2:20]3)[CH2:24]2.[CH:28]1[CH:29]=[CH:30][C:31]2N(O)N=[N:34][C:32]=2[CH:33]=1.C1CCC(N=C=NC2CCCCC2)CC1.C1C[O:56]CC1.